The task is: Predict the product of the given reaction.. This data is from Forward reaction prediction with 1.9M reactions from USPTO patents (1976-2016). (1) Given the reactants Cl[C:2]1[CH:9]=[C:8]([CH3:10])[C:5]([C:6]#[N:7])=[C:4]([S:11][CH2:12][CH3:13])[CH:3]=1.[CH3:14][C@@H:15]1[CH2:20][O:19][CH2:18][CH2:17][NH:16]1.CC(C)([O-])C.[Na+].CC(P(C(C)(C)C)C1C(C2C=CC=CC=2)=CC=CC=1)(C)C, predict the reaction product. The product is: [CH2:12]([S:11][C:4]1[CH:3]=[C:2]([N:16]2[CH2:17][CH2:18][O:19][CH2:20][C@H:15]2[CH3:14])[CH:9]=[C:8]([CH3:10])[C:5]=1[C:6]#[N:7])[CH3:13]. (2) Given the reactants Cl[C:2]1[CH:3]=[C:4]([N:13]([CH2:20][CH3:21])[CH:14]2[CH2:19][CH2:18][O:17][CH2:16][CH2:15]2)[C:5]([CH2:11][CH3:12])=[C:6]([CH:10]=1)[C:7]([OH:9])=O.CN(C(ON1N=N[C:32]2[CH:33]=[CH:34][CH:35]=N[C:31]1=2)=[N+](C)C)C.F[P-](F)(F)(F)(F)F.[CH3:46][CH2:47][N:48]([CH:52]([CH3:54])C)[CH:49]([CH3:51])C.[NH2:55][CH2:56][C:57]1[C:58](=[O:65])[NH:59][C:60]([CH3:64])=[CH:61][C:62]=1[CH3:63].CN(C=[O:70])C, predict the reaction product. The product is: [CH3:63][C:62]1[CH:61]=[C:60]([CH3:64])[NH:59][C:58](=[O:65])[C:57]=1[CH2:56][NH:55][C:7]([C:6]1[CH:10]=[C:2]([C:33]2[CH:34]=[CH:35][C:54]([CH2:52][N:48]3[CH2:47][CH2:46][O:70][CH2:51][CH2:49]3)=[CH:31][CH:32]=2)[CH:3]=[C:4]([N:13]([CH2:20][CH3:21])[CH:14]2[CH2:19][CH2:18][O:17][CH2:16][CH2:15]2)[C:5]=1[CH2:11][CH3:12])=[O:9]. (3) Given the reactants Cl[C:2]1[CH:30]=[CH:29][C:5]([C:6]([NH:8][CH2:9][CH2:10][NH:11][C:12]([C:14]2[C:15]([C:25]([F:28])([F:27])[F:26])=[N:16][N:17]([C:19]3[CH:24]=[CH:23][CH:22]=[CH:21][CH:20]=3)[CH:18]=2)=[O:13])=[O:7])=[CH:4][N:3]=1.[Br-].[CH2:32]([Zn+])[CH2:33][CH3:34], predict the reaction product. The product is: [C:19]1([N:17]2[CH:18]=[C:14]([C:12]([NH:11][CH2:10][CH2:9][NH:8][C:6](=[O:7])[C:5]3[CH:29]=[CH:30][C:2]([CH2:32][CH2:33][CH3:34])=[N:3][CH:4]=3)=[O:13])[C:15]([C:25]([F:28])([F:27])[F:26])=[N:16]2)[CH:24]=[CH:23][CH:22]=[CH:21][CH:20]=1. (4) Given the reactants C(O)(C)C.FC(F)(F)C([NH:9][CH:10]([C:15]1[C:24]2[C:19](=[CH:20][CH:21]=[CH:22][CH:23]=2)[CH:18]=[CH:17][CH:16]=1)[C:11]([CH3:14])([OH:13])[CH3:12])=O.[OH-].[K+], predict the reaction product. The product is: [NH2:9][CH:10]([C:15]1[C:24]2[C:19](=[CH:20][CH:21]=[CH:22][CH:23]=2)[CH:18]=[CH:17][CH:16]=1)[C:11]([CH3:14])([OH:13])[CH3:12]. (5) Given the reactants Br[C:2]1[CH:3]=[CH:4][C:5]([C:8]2[CH:13]=[CH:12][C:11]([O:14][CH3:15])=[C:10]([O:16][CH3:17])[CH:9]=2)=[N:6][CH:7]=1.[C:18]([O:22][C:23]([CH3:26])([CH3:25])[CH3:24])(=[O:21])[CH:19]=[CH2:20].CCN(C(C)C)C(C)C, predict the reaction product. The product is: [CH3:17][O:16][C:10]1[CH:9]=[C:8]([C:5]2[N:6]=[CH:7][C:2](/[CH:20]=[CH:19]/[C:18]([O:22][C:23]([CH3:26])([CH3:25])[CH3:24])=[O:21])=[CH:3][CH:4]=2)[CH:13]=[CH:12][C:11]=1[O:14][CH3:15]. (6) Given the reactants [C:1](Cl)(=[O:8])[C:2]1[CH:7]=[CH:6][CH:5]=[CH:4][CH:3]=1.C(N(CC)CC)C.[CH2:17]([OH:39])[C@H:18]1[O:23][C@H:22]([O:24][C@:25]2([CH2:34][OH:35])[O:29][C@H:28]([CH2:30][OH:31])[C@@H:27]([OH:32])[C@@H:26]2[OH:33])[C@H:21]([OH:36])[C@@H:20]([OH:37])[C@@H:19]1[OH:38], predict the reaction product. The product is: [CH:5]1[CH:6]=[CH:7][C:2]([C:1]([O:39][CH2:17][C@H:18]2[O:23][C@H:22]([O:24][C@:25]3([CH2:34][OH:35])[O:29][C@H:28]([CH2:30][OH:31])[C@@H:27]([OH:32])[C@@H:26]3[OH:33])[C@H:21]([OH:36])[C@@H:20]([OH:37])[C@@H:19]2[OH:38])=[O:8])=[CH:3][CH:4]=1. (7) Given the reactants [CH2:1]1[C@@H:3](N)[C@@H:2]1[C:5]1[CH:10]=[CH:9][CH:8]=[CH:7][CH:6]=1.[OH-:11].[K+].[OH2:13], predict the reaction product. The product is: [C:5]1([C:2]2([CH2:3][C:1]([OH:13])=[O:11])[CH2:6][CH2:5][CH2:2][CH2:1][CH2:3]2)[CH:6]=[CH:7][CH:8]=[CH:9][CH:10]=1. (8) Given the reactants [CH3:1][C:2]1[CH:7]=[CH:6][CH:5]=[C:4]([CH3:8])[C:3]=1[C:9]1[N:14]=[C:13](O)[C:12]([CH2:16][O:17][C:18]2[CH:23]=[C:22]([CH:24]([CH3:26])[CH3:25])[CH:21]=[CH:20][C:19]=2[CH3:27])=[C:11]([CH3:28])[N:10]=1.P(Cl)(Cl)([Cl:31])=O, predict the reaction product. The product is: [Cl:31][C:13]1[C:12]([CH2:16][O:17][C:18]2[CH:23]=[C:22]([CH:24]([CH3:25])[CH3:26])[CH:21]=[CH:20][C:19]=2[CH3:27])=[C:11]([CH3:28])[N:10]=[C:9]([C:3]2[C:4]([CH3:8])=[CH:5][CH:6]=[CH:7][C:2]=2[CH3:1])[N:14]=1.